This data is from Full USPTO retrosynthesis dataset with 1.9M reactions from patents (1976-2016). The task is: Predict the reactants needed to synthesize the given product. (1) Given the product [NH2:19][C:15]1[C:14]2[N:20]=[C:21]([CH2:31][O:32][CH2:33][CH3:34])[N:22]([CH2:23][CH:24]3[CH2:28][O:27][C:26]([CH3:30])([CH3:29])[O:25]3)[C:13]=2[C:12]2[CH:11]=[CH:10][C:9]([OH:8])=[CH:18][C:17]=2[N:16]=1, predict the reactants needed to synthesize it. The reactants are: C([O:8][C:9]1[CH:10]=[CH:11][C:12]2[C:13]3[N:22]([CH2:23][CH:24]4[CH2:28][O:27][C:26]([CH3:30])([CH3:29])[O:25]4)[C:21]([CH2:31][O:32][CH2:33][CH3:34])=[N:20][C:14]=3[C:15]([NH2:19])=[N:16][C:17]=2[CH:18]=1)C1C=CC=CC=1.CO. (2) Given the product [CH2:27]([O:34][C:38](=[O:39])[NH:36][C:7]1[C:6](=[O:18])[N:5]([CH2:1][CH2:2][CH2:3][CH3:4])[C:14]2[CH2:13][CH2:12][CH2:11][CH2:10][C:9]=2[CH:8]=1)[C:28]1[CH:33]=[CH:32][CH:31]=[CH:30][CH:29]=1, predict the reactants needed to synthesize it. The reactants are: [CH2:1]([N:5]1[C:14]2[CH2:13][CH2:12][CH2:11][CH2:10][C:9]=2[CH:8]=[C:7](C(O)=O)[C:6]1=[O:18])[CH2:2][CH2:3][CH3:4].S(Cl)(Cl)=O.[N-]=[N+]=[N-].[Na+].[CH2:27]([OH:34])[C:28]1[CH:33]=[CH:32][CH:31]=[CH:30][CH:29]=1.C[N:36]([CH:38]=[O:39])C. (3) The reactants are: [I-].[CH3:2][S+](C)C.[H-].[Na+].[C:8]([C:11]1[CH:16]=[CH:15][N:14]=[CH:13][N:12]=1)(=[O:10])[CH3:9]. Given the product [CH3:9][C:8]1([C:11]2[CH:16]=[CH:15][N:14]=[CH:13][N:12]=2)[CH2:2][O:10]1, predict the reactants needed to synthesize it. (4) Given the product [C:14]1([P:7]([C:1]2[CH:2]=[CH:3][CH:4]=[CH:5][CH:6]=2)[C:8]2[CH:13]=[CH:12][CH:11]=[CH:10][CH:9]=2)[CH:15]=[CH:16][CH:17]=[CH:18][CH:19]=1.[C:1]1([P:7](=[O:20])([C:8]2[CH:13]=[CH:12][CH:11]=[CH:10][CH:9]=2)[C:14]2[CH:19]=[CH:18][CH:17]=[CH:16][CH:15]=2)[CH:2]=[CH:3][CH:4]=[CH:5][CH:6]=1, predict the reactants needed to synthesize it. The reactants are: [C:1]1([P:7](=[O:20])([C:14]2[CH:19]=[CH:18][CH:17]=[CH:16][CH:15]=2)[C:8]2[CH:13]=[CH:12][CH:11]=[CH:10][CH:9]=2)[CH:6]=[CH:5][CH:4]=[CH:3][CH:2]=1.C(Cl)(=O)C(Cl)=O.[Al].[Pb](Br)Br.Cl. (5) Given the product [N:10]([C:2]1[CH:9]=[CH:8][C:5]([CH:6]=[O:7])=[CH:4][CH:3]=1)=[N+:11]=[N-:12], predict the reactants needed to synthesize it. The reactants are: F[C:2]1[CH:9]=[CH:8][C:5]([CH:6]=[O:7])=[CH:4][CH:3]=1.[N-:10]=[N+:11]=[N-:12].[Na+].O. (6) Given the product [NH2:1][C:2]1[C:13]([Br:14])=[CH:12][C:5]2[N:6]([CH3:11])[C:7](=[O:10])[N:8]([CH3:9])[C:4]=2[CH:3]=1, predict the reactants needed to synthesize it. The reactants are: [NH2:1][C:2]1[CH:13]=[CH:12][C:5]2[N:6]([CH3:11])[C:7](=[O:10])[N:8]([CH3:9])[C:4]=2[CH:3]=1.[Br:14]Br. (7) Given the product [C:18]([C:15]1[CH:16]=[CH:17][C:12]([N:6]([CH2:7][C:8]([F:9])([F:10])[F:11])[C@H:5]([C:25]([OH:27])=[O:26])[CH3:2])=[CH:13][C:14]=1[C:20]([F:21])([F:23])[F:22])#[N:19], predict the reactants needed to synthesize it. The reactants are: C[C:2]([C@@:5]([C:25]([O-:27])=[O:26])(C)[N:6]([C:12]1[CH:17]=[CH:16][C:15]([C:18]#[N:19])=[C:14]([C:20]([F:23])([F:22])[F:21])[CH:13]=1)[CH2:7][C:8]([F:11])([F:10])[F:9])(C)C.C([SiH](CC)CC)C.FC(F)(F)C(O)=O.